This data is from Forward reaction prediction with 1.9M reactions from USPTO patents (1976-2016). The task is: Predict the product of the given reaction. (1) Given the reactants Cl.[Cl:2][C:3]1[N:8]=[N:7][C:6]2[CH2:9][NH:10][CH2:11][CH2:12][C:5]=2[CH:4]=1.Cl[CH:14]1[CH2:19][N:18]([CH:20]2[CH2:23][CH2:22][CH2:21]2)[CH2:17][CH2:16][NH:15]1.[C:24](N)(=[O:26])[CH3:25].C([O-])([O-])=O.[K+].[K+].[Na+].[I-], predict the reaction product. The product is: [CH:20]1([N:18]2[CH2:17][CH2:16][N:15]([C:24](=[O:26])[CH2:25][N:10]3[CH2:11][CH2:12][C:5]4[CH:4]=[C:3]([Cl:2])[N:8]=[N:7][C:6]=4[CH2:9]3)[CH2:14][CH2:19]2)[CH2:23][CH2:22][CH2:21]1. (2) The product is: [CH3:19][O:20][C:21]([C:23]1[CH2:24][N:25]([C:48]([O:50][C:51]([CH3:54])([CH3:53])[CH3:52])=[O:49])[CH2:26][C:27]2([C:30]=1[C:31]1[CH:36]=[CH:35][C:34]([CH2:37][CH2:38][CH2:39][OH:40])=[CH:33][CH:32]=1)[CH2:29][CH2:28]2)=[O:22]. Given the reactants CCCC[N+](CCCC)(CCCC)CCCC.[F-].[CH3:19][O:20][C:21]([C:23]1[CH2:24][N:25]([C:48]([O:50][C:51]([CH3:54])([CH3:53])[CH3:52])=[O:49])[CH2:26][C:27]2([C:30]=1[C:31]1[CH:36]=[CH:35][C:34]([CH2:37][CH2:38][CH2:39][O:40][Si](C(C)(C)C)(C)C)=[CH:33][CH:32]=1)[CH2:29][CH2:28]2)=[O:22], predict the reaction product.